Task: Predict the reactants needed to synthesize the given product.. Dataset: Full USPTO retrosynthesis dataset with 1.9M reactions from patents (1976-2016) (1) Given the product [CH3:1][O:2][C:3]1[CH:4]=[C:5]([C:11]#[C:12][C:13]2[N:21]([CH3:26])[C:20]3[C:19](=[O:22])[NH:18][C:17](=[O:23])[N:16]([CH2:24][CH3:25])[C:15]=3[N:14]=2)[CH:6]=[CH:7][C:8]=1[O:9][CH3:10], predict the reactants needed to synthesize it. The reactants are: [CH3:1][O:2][C:3]1[CH:4]=[C:5]([C:11]#[C:12][C:13]2[NH:21][C:20]3[C:19](=[O:22])[NH:18][C:17](=[O:23])[N:16]([CH2:24][CH3:25])[C:15]=3[N:14]=2)[CH:6]=[CH:7][C:8]=1[O:9][CH3:10].[CH2:26](N(CC)CC)C.COS(OC)(=O)=O. (2) Given the product [F:53][C:54]1[CH:59]=[CH:58][C:57]([S:60][C:61]2[CH:62]=[CH:63][C:64]([NH2:67])=[CH:65][CH:66]=2)=[CH:56][CH:55]=1, predict the reactants needed to synthesize it. The reactants are: CC1C=C(C=CN=1)C(O)=O.C(N(CC)C(C)C)(C)C.C[NH3+].F[P-](F)(F)(F)(F)F.N1(OC(N(C)C)=[N+](C)C)C2N=CC=CC=2N=N1.F[P-](F)(F)(F)(F)F.[F:53][C:54]1[CH:59]=[CH:58][C:57]([S:60][C:61]2[CH:62]=[C:63]3C4(CCN(C(OCC5C=CC=CC=5)=O)CC4)C[NH:67][C:64]3=[CH:65][CH:66]=2)=[CH:56][CH:55]=1. (3) The reactants are: [Si:1]([O:18][CH2:19][C:20]1[C:25]([N:26]2[CH2:31][C@H:30]([CH3:32])[O:29][C@H:28]([CH3:33])[CH2:27]2)=[C:24]([Cl:34])[C:23]([F:35])=[CH:22][N:21]=1)([C:14]([CH3:17])([CH3:16])[CH3:15])([C:8]1[CH:13]=[CH:12][CH:11]=[CH:10][CH:9]=1)[C:2]1[CH:7]=[CH:6][CH:5]=[CH:4][CH:3]=1.CON(C)[C:39]([C:41]1[S:42][CH:43]=[CH:44][N:45]=1)=[O:40]. Given the product [Si:1]([O:18][CH2:19][C:20]1[N:21]=[C:22]([C:39]([C:41]2[S:42][CH:43]=[CH:44][N:45]=2)=[O:40])[C:23]([F:35])=[C:24]([Cl:34])[C:25]=1[N:26]1[CH2:31][C@H:30]([CH3:32])[O:29][C@H:28]([CH3:33])[CH2:27]1)([C:14]([CH3:17])([CH3:15])[CH3:16])([C:8]1[CH:13]=[CH:12][CH:11]=[CH:10][CH:9]=1)[C:2]1[CH:3]=[CH:4][CH:5]=[CH:6][CH:7]=1, predict the reactants needed to synthesize it.